From a dataset of Reaction yield outcomes from USPTO patents with 853,638 reactions. Predict the reaction yield, written as a fraction of the theoretical maximum amount of product (1.0 means a 100% yield; for example, 0.34 means a 34% yield). (1) The reactants are C([O:3][C:4](=[O:30])[C:5]([CH3:29])([CH3:28])[CH2:6][CH2:7][CH2:8][CH2:9][CH2:10][CH:11]([C:21]1[CH:26]=[CH:25][CH:24]=[CH:23][C:22]=1[Cl:27])[N:12]1[CH2:17][CH2:16][C:15]2[NH:18][CH:19]=[CH:20][C:14]=2[CH2:13]1)C.C(O)C.[OH-].[Na+]. The catalyst is O. The product is [Cl:27][C:22]1[CH:23]=[CH:24][CH:25]=[CH:26][C:21]=1[CH:11]([N:12]1[CH2:17][CH2:16][C:15]2[NH:18][CH:19]=[CH:20][C:14]=2[CH2:13]1)[CH2:10][CH2:9][CH2:8][CH2:7][CH2:6][C:5]([CH3:29])([CH3:28])[C:4]([OH:30])=[O:3]. The yield is 0.598. (2) The reactants are [N:1]1([C:6]2[CH:11]=[CH:10][C:9]([C:12](=[O:27])[CH2:13][CH:14]([C:19]3[CH:24]=[C:23]([Cl:25])[CH:22]=[C:21]([Cl:26])[CH:20]=3)[C:15]([F:18])([F:17])[F:16])=[CH:8][CH:7]=2)[CH:5]=[N:4][CH:3]=[N:2]1.[CH3:28][Mg]Br. The catalyst is C1COCC1. The product is [N:1]1([C:6]2[CH:7]=[CH:8][C:9]([C:12]([OH:27])([CH2:13][CH:14]([C:19]3[CH:24]=[C:23]([Cl:25])[CH:22]=[C:21]([Cl:26])[CH:20]=3)[C:15]([F:18])([F:16])[F:17])[CH3:28])=[CH:10][CH:11]=2)[CH:5]=[N:4][CH:3]=[N:2]1. The yield is 0.320. (3) The reactants are [CH2:1]([NH:3][C:4]1[C:13]([CH2:14][C:15]2[C:24]3[C:19](=[CH:20][C:21]([O:27][CH3:28])=[C:22]([O:25][CH3:26])[CH:23]=3)[C:18]([CH2:29][N:30]3[C:38](=[O:39])[C:37]4C(=CC=CC=4)C3=O)=[N:17][C:16]=2[OH:41])=[CH:12][C:11]2[C:6](=[CH:7][CH:8]=[C:9]([O:42][CH3:43])[CH:10]=2)[N:5]=1)[CH3:2].[OH2:44].NN.[CH3:47][CH:48](N(C(C)C)CC1C=CC=CC=1)C.C=CC1C=CC=CC=1.C=CC1C=CC(C=C)=CC=1.C(OC(=O)C)(=O)C. The catalyst is CCO.CN(C1C=CN=CC=1)C.C(Cl)Cl. The product is [C:47]([O:41][C:16]1[N:17]=[C:18]([CH2:29][NH:30][C:38](=[O:39])[CH3:37])[C:19]2[C:24]([C:15]=1[CH2:14][C:13]1[C:4]([NH:3][CH2:1][CH3:2])=[N:5][C:6]3[C:11]([CH:12]=1)=[CH:10][C:9]([O:42][CH3:43])=[CH:8][CH:7]=3)=[CH:23][C:22]([O:25][CH3:26])=[C:21]([O:27][CH3:28])[CH:20]=2)(=[O:44])[CH3:48]. The yield is 0.720. (4) The reactants are [CH:1]1([N:5]2[CH2:10][CH2:9][N:8]([C:11]([C:13]3[CH:14]=[C:15]4[C:19](=[CH:20][CH:21]=3)[NH:18][C:17]([C:22]([N:24]3[CH2:29][CH2:28][S:27](=[O:31])(=[O:30])[CH2:26][CH2:25]3)=[O:23])=[CH:16]4)=[O:12])[CH2:7][CH2:6]2)[CH2:4][CH2:3][CH2:2]1.[F:32][C:33]1[CH:34]=[C:35](B(O)O)[CH:36]=[CH:37][CH:38]=1.N1C=CC=CC=1. The catalyst is ClCCl.C([O-])(=O)C.[Cu+2].C([O-])(=O)C. The product is [CH:1]1([N:5]2[CH2:6][CH2:7][N:8]([C:11]([C:13]3[CH:14]=[C:15]4[C:19](=[CH:20][CH:21]=3)[N:18]([C:37]3[CH:36]=[CH:35][CH:34]=[C:33]([F:32])[CH:38]=3)[C:17]([C:22]([N:24]3[CH2:29][CH2:28][S:27](=[O:30])(=[O:31])[CH2:26][CH2:25]3)=[O:23])=[CH:16]4)=[O:12])[CH2:9][CH2:10]2)[CH2:2][CH2:3][CH2:4]1. The yield is 0.350. (5) The reactants are C(=O)([O-])[O-].[K+].[K+].[Br:7][C:8]1[CH:13]=[CH:12][CH:11]=[CH:10][C:9]=1B(O)O.Br[C:18]1[CH:23]=[CH:22][C:21]([C:24]([CH3:27])([CH3:26])[CH3:25])=[CH:20][CH:19]=1.N#N.C1(P(C2C=CC=CC=2)C2C=CC=CC=2)C=CC=CC=1. The catalyst is C([O-])(=O)C.[Pd+2].C([O-])(=O)C.COCCOC.O. The product is [Br:7][C:8]1[CH:13]=[CH:12][CH:11]=[CH:10][C:9]=1[C:18]1[CH:23]=[CH:22][C:21]([C:24]([CH3:27])([CH3:26])[CH3:25])=[CH:20][CH:19]=1. The yield is 0.540. (6) The reactants are Cl.[NH2:2][C@H:3]1[CH2:10][CH2:9][CH2:8][NH:7][C:5](=[O:6])[CH2:4]1.C([O-])([O-])=O.[Na+].[Na+].[CH2:17]([S:29](Cl)(=[O:31])=[O:30])[CH2:18][CH2:19][CH2:20][CH2:21][CH2:22][CH2:23][CH2:24][CH2:25][CH2:26][CH2:27][CH3:28]. The catalyst is O.ClCCl. The product is [CH2:17]([S:29]([NH:2][C@H:3]1[CH2:10][CH2:9][CH2:8][NH:7][C:5](=[O:6])[CH2:4]1)(=[O:31])=[O:30])[CH2:18][CH2:19][CH2:20][CH2:21][CH2:22][CH2:23][CH2:24][CH2:25][CH2:26][CH2:27][CH3:28]. The yield is 0.420. (7) The reactants are [CH3:1][N:2]1CCOC[CH2:3]1.ON1C2C=CC=CC=2N=N1.Cl.C(N=C=NCCCN(C)C)C.Cl.CN(C)CC.[CH3:36][C:37]1[C:42]([CH:43]([C:53]2[C:58]([F:59])=[CH:57][CH:56]=[C:55]([F:60])[C:54]=2[F:61])[S:44]([CH2:47][CH2:48][C:49]([F:52])([F:51])[F:50])(=[O:46])=[O:45])=[CH:41][N:40]=[C:39]([C:62](O)=[O:63])[CH:38]=1. The catalyst is O.ClCCl. The product is [CH3:1][N:2]([CH3:3])[C:62]([C:39]1[CH:38]=[C:37]([CH3:36])[C:42]([CH:43]([C:53]2[C:58]([F:59])=[CH:57][CH:56]=[C:55]([F:60])[C:54]=2[F:61])[S:44]([CH2:47][CH2:48][C:49]([F:50])([F:51])[F:52])(=[O:46])=[O:45])=[CH:41][N:40]=1)=[O:63]. The yield is 0.540.